From a dataset of Peptide-MHC class I binding affinity with 185,985 pairs from IEDB/IMGT. Regression. Given a peptide amino acid sequence and an MHC pseudo amino acid sequence, predict their binding affinity value. This is MHC class I binding data. The peptide sequence is STDQDTMLFA. The MHC is HLA-A68:02 with pseudo-sequence HLA-A68:02. The binding affinity (normalized) is 0.321.